The task is: Predict which catalyst facilitates the given reaction.. This data is from Catalyst prediction with 721,799 reactions and 888 catalyst types from USPTO. The catalyst class is: 2. Product: [OH:13][CH2:12][CH2:11][CH2:10][NH:9][C:2]1[CH:7]=[CH:6][CH:5]=[CH:4][N+:3]=1[O-:8]. Reactant: Cl[C:2]1[CH:7]=[CH:6][CH:5]=[CH:4][N+:3]=1[O-:8].[NH2:9][CH2:10][CH2:11][CH2:12][OH:13].C([O-])(O)=O.[Na+].C(O)(CC)(C)C.